From a dataset of CYP2C19 inhibition data for predicting drug metabolism from PubChem BioAssay. Regression/Classification. Given a drug SMILES string, predict its absorption, distribution, metabolism, or excretion properties. Task type varies by dataset: regression for continuous measurements (e.g., permeability, clearance, half-life) or binary classification for categorical outcomes (e.g., BBB penetration, CYP inhibition). Dataset: cyp2c19_veith. (1) The molecule is COc1cc(OC)c(C(=O)CCCCN2CCC3(CC2)NC(=O)NC3=O)cc1NS(=O)(=O)c1ccc(C(F)(F)F)cc1. The result is 0 (non-inhibitor). (2) The drug is Nc1ncnc2nc(-c3ccccc3)cc(-c3ccc(F)cc3)c12. The result is 1 (inhibitor).